Task: Predict the reactants needed to synthesize the given product.. Dataset: Full USPTO retrosynthesis dataset with 1.9M reactions from patents (1976-2016) (1) Given the product [Br:26][CH2:11][CH2:10][C:9]#[C:8][CH2:7][O:6][Si:5]([C:1]([CH3:2])([CH3:4])[CH3:3])([C:19]1[CH:20]=[CH:21][CH:22]=[CH:23][CH:24]=1)[C:13]1[CH:18]=[CH:17][CH:16]=[CH:15][CH:14]=1, predict the reactants needed to synthesize it. The reactants are: [C:1]([Si:5]([C:19]1[CH:24]=[CH:23][CH:22]=[CH:21][CH:20]=1)([C:13]1[CH:18]=[CH:17][CH:16]=[CH:15][CH:14]=1)[O:6][CH2:7][C:8]#[C:9][CH2:10][CH2:11]O)([CH3:4])([CH3:3])[CH3:2].C(Br)(Br)(Br)[Br:26].C1C=CC(P(C2C=CC=CC=2)C2C=CC=CC=2)=CC=1. (2) Given the product [CH3:21][C:20]1[C:16]2[CH:15]=[C:14]([N:11]3[CH2:12][CH2:13][NH:8][CH2:9][CH2:10]3)[CH:42]=[CH:41][C:17]=2[S:18][C:19]=1[S:22]([N:25]1[CH2:30][CH2:29][N:28]([C:31]2[C:36]([C:37]([F:39])([F:38])[F:40])=[CH:35][CH:34]=[CH:33][N:32]=2)[CH2:27][CH2:26]1)(=[O:24])=[O:23], predict the reactants needed to synthesize it. The reactants are: C(OC([N:8]1[CH2:13][CH2:12][N:11]([C:14]2[CH:42]=[CH:41][C:17]3[S:18][C:19]([S:22]([N:25]4[CH2:30][CH2:29][N:28]([C:31]5[C:36]([C:37]([F:40])([F:39])[F:38])=[CH:35][CH:34]=[CH:33][N:32]=5)[CH2:27][CH2:26]4)(=[O:24])=[O:23])=[C:20]([CH3:21])[C:16]=3[CH:15]=2)[CH2:10][CH2:9]1)=O)(C)(C)C.C(O)(C(F)(F)F)=O. (3) Given the product [C:29]([S:31][CH:22]1[CH2:21][N:20]([C:17]2[S:18][CH:19]=[C:15]([C:13](=[O:14])[NH:12][C@@H:10]([CH3:11])[CH2:9][O:8][Si:1]([C:4]([CH3:5])([CH3:7])[CH3:6])([CH3:2])[CH3:3])[N:16]=2)[CH2:23]1)(=[O:32])[CH3:30], predict the reactants needed to synthesize it. The reactants are: [Si:1]([O:8][CH2:9][C@@H:10]([NH:12][C:13]([C:15]1[N:16]=[C:17]([N:20]2[CH2:23][CH:22](OS(C)(=O)=O)[CH2:21]2)[S:18][CH:19]=1)=[O:14])[CH3:11])([C:4]([CH3:7])([CH3:6])[CH3:5])([CH3:3])[CH3:2].[C:29]([O-:32])(=[S:31])[CH3:30].[K+]. (4) Given the product [OH:10][C:5]1[CH:4]=[CH:3][C:2]([S:12]([CH3:11])(=[O:14])=[O:13])=[CH:9][C:6]=1[CH:7]=[O:8], predict the reactants needed to synthesize it. The reactants are: Br[C:2]1[CH:9]=[C:6]([CH:7]=[O:8])[C:5]([OH:10])=[CH:4][CH:3]=1.[CH3:11][S:12]([O-:14])=[O:13].[Na+]. (5) Given the product [Cl:1][C:2]1[C:7]([C:8]([F:10])([F:9])[F:11])=[CH:6][C:5]([C:12]2[N:16]=[CH:15][N:14](/[CH:36]=[CH:35]\[C:34]([N:32]3[CH2:33][C:30]([F:39])([F:29])[CH2:31]3)=[O:38])[N:13]=2)=[CH:4][C:3]=1[C:17]([F:18])([F:19])[F:20], predict the reactants needed to synthesize it. The reactants are: [Cl:1][C:2]1[C:7]([C:8]([F:11])([F:10])[F:9])=[CH:6][C:5]([C:12]2[N:16]=[CH:15][NH:14][N:13]=2)=[CH:4][C:3]=1[C:17]([F:20])([F:19])[F:18].C1N2CCN(CC2)C1.[F:29][C:30]1([F:39])[CH2:33][N:32]([C:34](=[O:38])/[CH:35]=[CH:36]\I)[CH2:31]1.O. (6) Given the product [CH3:6][O:7][C:8]1[CH:9]=[CH:10][C:11]([CH:14]2[CH2:16][CH:15]2[C:17]([OH:19])=[O:18])=[CH:12][CH:13]=1, predict the reactants needed to synthesize it. The reactants are: O1CCCC1.[CH3:6][O:7][C:8]1[CH:13]=[CH:12][C:11]([CH:14]2[CH2:16][CH:15]2[C:17]([O:19]CC)=[O:18])=[CH:10][CH:9]=1.[OH-].[Na+].CCO. (7) Given the product [CH3:18][C@@H:16]1[CH2:15][N:14]([C:19]([O:21][C:22]([CH3:25])([CH3:24])[CH3:23])=[O:20])[C@H:13]([C:11]2[NH:12][C:8]([C:5]3[CH:6]=[CH:7][C:2]([B:26]4[O:30][C:29]([CH3:32])([CH3:31])[C:28]([CH3:34])([CH3:33])[O:27]4)=[CH:3][CH:4]=3)=[CH:9][N:10]=2)[CH2:17]1, predict the reactants needed to synthesize it. The reactants are: Br[C:2]1[CH:7]=[CH:6][C:5]([C:8]2[NH:12][C:11]([C@@H:13]3[CH2:17][C@H:16]([CH3:18])[CH2:15][N:14]3[C:19]([O:21][C:22]([CH3:25])([CH3:24])[CH3:23])=[O:20])=[N:10][CH:9]=2)=[CH:4][CH:3]=1.[B:26]1([B:26]2[O:30][C:29]([CH3:32])([CH3:31])[C:28]([CH3:34])([CH3:33])[O:27]2)[O:30][C:29]([CH3:32])([CH3:31])[C:28]([CH3:34])([CH3:33])[O:27]1.CC([O-])=O.[K+]. (8) Given the product [F:17][CH:15]([F:16])[C@@H:14]([C@H:13]1[CH2:12][O:11][C:10](=[O:19])[NH:9]1)[CH3:18], predict the reactants needed to synthesize it. The reactants are: N.C([N:9]1[C@@H:13]([C@@H:14]([CH3:18])[CH:15]([F:17])[F:16])[CH2:12][O:11][C:10]1=[O:19])C1C=CC=CC=1.[Li].